Dataset: Reaction yield outcomes from USPTO patents with 853,638 reactions. Task: Predict the reaction yield, written as a fraction of the theoretical maximum amount of product (1.0 means a 100% yield; for example, 0.34 means a 34% yield). (1) The reactants are Cl[CH2:2][CH2:3][CH2:4][N:5]1[C:10]2[CH:11]=[CH:12][CH:13]=[C:14]([CH:15]([CH3:17])[CH3:16])[C:9]=2[O:8][CH2:7][C:6]1=[O:18].C([O-])([O-])=O.[K+].[K+].[Na+].[I-].[CH2:27]([CH:31]1[CH2:36][CH2:35][NH:34][CH2:33][CH2:32]1)[CH2:28][CH2:29][CH3:30]. The catalyst is C(Cl)Cl.CO. The product is [CH2:27]([CH:31]1[CH2:36][CH2:35][N:34]([CH2:2][CH2:3][CH2:4][N:5]2[C:10]3[CH:11]=[CH:12][CH:13]=[C:14]([CH:15]([CH3:17])[CH3:16])[C:9]=3[O:8][CH2:7][C:6]2=[O:18])[CH2:33][CH2:32]1)[CH2:28][CH2:29][CH3:30]. The yield is 0.390. (2) The reactants are [NH2:1][CH:2]([CH3:5])[CH2:3][OH:4].CCN(CC)CC.[Cl:13][CH2:14][C:15](Cl)=[O:16]. The catalyst is ClCCl. The product is [Cl:13][CH2:14][C:15]([NH:1][CH:2]([CH3:5])[CH2:3][OH:4])=[O:16]. The yield is 0.500. (3) The reactants are [CH3:1][O:2][C:3](=[O:23])[C:4]1[CH:9]=[CH:8][C:7]([Cl:10])=[C:6]([NH:11][C:12](=O)[CH2:13][O:14][CH2:15][C:16]2[CH:21]=[CH:20][CH:19]=[CH:18][CH:17]=2)[CH:5]=1.COC1C=CC(P2(SP(C3C=CC(OC)=CC=3)(=S)S2)=[S:33])=CC=1. The catalyst is C1(C)C=CC=CC=1. The product is [CH3:1][O:2][C:3](=[O:23])[C:4]1[CH:9]=[CH:8][C:7]([Cl:10])=[C:6]([NH:11][C:12](=[S:33])[CH2:13][O:14][CH2:15][C:16]2[CH:21]=[CH:20][CH:19]=[CH:18][CH:17]=2)[CH:5]=1. The yield is 0.670.